This data is from Reaction yield outcomes from USPTO patents with 853,638 reactions. The task is: Predict the reaction yield, written as a fraction of the theoretical maximum amount of product (1.0 means a 100% yield; for example, 0.34 means a 34% yield). (1) The reactants are [F:1][C:2]1[C:3]([CH3:18])=[C:4]([C:10]2[CH:15]=[CH:14][CH:13]=[C:12]([CH:16]=[O:17])[CH:11]=2)[C:5]([CH3:9])=[CH:6][C:7]=1[OH:8].CC1C=CC(S(O[CH2:30][CH2:31][CH2:32][S:33]([CH3:36])(=[O:35])=[O:34])(=O)=O)=CC=1.C(=O)([O-])[O-].[K+].[K+].O. The catalyst is CN(C)C=O. The product is [F:1][C:2]1[C:3]([CH3:18])=[C:4]([C:10]2[CH:15]=[CH:14][CH:13]=[C:12]([CH:16]=[O:17])[CH:11]=2)[C:5]([CH3:9])=[CH:6][C:7]=1[O:8][CH2:30][CH2:31][CH2:32][S:33]([CH3:36])(=[O:35])=[O:34]. The yield is 0.950. (2) The reactants are [Cl:1][C:2]1[CH:3]=[C:4]([C:8]2[N:9]=[C:10]([C:13]3[CH:18]=[CH:17][C:16]([NH2:19])=[CH:15][CH:14]=3)[O:11][CH:12]=2)[CH:5]=[CH:6][CH:7]=1.ClCCl.[C:23](Cl)(=[O:30])[C:24]1[CH:29]=[CH:28][CH:27]=[CH:26][CH:25]=1.N1C=CC=CC=1. The catalyst is C(OCC)(=O)C. The product is [Cl:1][C:2]1[CH:3]=[C:4]([C:8]2[N:9]=[C:10]([C:13]3[CH:18]=[CH:17][C:16]([NH:19][C:23](=[O:30])[C:24]4[CH:29]=[CH:28][CH:27]=[CH:26][CH:25]=4)=[CH:15][CH:14]=3)[O:11][CH:12]=2)[CH:5]=[CH:6][CH:7]=1. The yield is 0.637.